This data is from NCI-60 drug combinations with 297,098 pairs across 59 cell lines. The task is: Regression. Given two drug SMILES strings and cell line genomic features, predict the synergy score measuring deviation from expected non-interaction effect. (1) Drug 1: COC1=CC(=CC(=C1O)OC)C2C3C(COC3=O)C(C4=CC5=C(C=C24)OCO5)OC6C(C(C7C(O6)COC(O7)C8=CC=CS8)O)O. Drug 2: CC(C)CN1C=NC2=C1C3=CC=CC=C3N=C2N. Cell line: SF-295. Synergy scores: CSS=40.4, Synergy_ZIP=-0.924, Synergy_Bliss=-0.970, Synergy_Loewe=-15.0, Synergy_HSA=-0.270. (2) Drug 1: C1CCN(CC1)CCOC2=CC=C(C=C2)C(=O)C3=C(SC4=C3C=CC(=C4)O)C5=CC=C(C=C5)O. Drug 2: C1C(C(OC1N2C=NC3=C2NC=NCC3O)CO)O. Cell line: NCIH23. Synergy scores: CSS=4.83, Synergy_ZIP=0.0904, Synergy_Bliss=2.55, Synergy_Loewe=-0.0874, Synergy_HSA=0.0316. (3) Drug 1: C1=CC(=CC=C1CCC2=CNC3=C2C(=O)NC(=N3)N)C(=O)NC(CCC(=O)O)C(=O)O. Drug 2: C1CN(CCN1C(=O)CCBr)C(=O)CCBr. Cell line: DU-145. Synergy scores: CSS=29.4, Synergy_ZIP=-9.05, Synergy_Bliss=-1.23, Synergy_Loewe=-0.258, Synergy_HSA=1.15. (4) Drug 1: C1CN1P(=S)(N2CC2)N3CC3. Drug 2: CC1=C(N=C(N=C1N)C(CC(=O)N)NCC(C(=O)N)N)C(=O)NC(C(C2=CN=CN2)OC3C(C(C(C(O3)CO)O)O)OC4C(C(C(C(O4)CO)O)OC(=O)N)O)C(=O)NC(C)C(C(C)C(=O)NC(C(C)O)C(=O)NCCC5=NC(=CS5)C6=NC(=CS6)C(=O)NCCC[S+](C)C)O. Cell line: SK-MEL-28. Synergy scores: CSS=12.1, Synergy_ZIP=-3.11, Synergy_Bliss=-1.73, Synergy_Loewe=-1.42, Synergy_HSA=-1.32. (5) Synergy scores: CSS=16.5, Synergy_ZIP=-11.4, Synergy_Bliss=-10.2, Synergy_Loewe=-11.9, Synergy_HSA=-7.56. Cell line: SK-MEL-2. Drug 1: C1=CC(=CC=C1CCC2=CNC3=C2C(=O)NC(=N3)N)C(=O)NC(CCC(=O)O)C(=O)O. Drug 2: C1=CC=C(C=C1)NC(=O)CCCCCCC(=O)NO. (6) Drug 1: CC1=C(N=C(N=C1N)C(CC(=O)N)NCC(C(=O)N)N)C(=O)NC(C(C2=CN=CN2)OC3C(C(C(C(O3)CO)O)O)OC4C(C(C(C(O4)CO)O)OC(=O)N)O)C(=O)NC(C)C(C(C)C(=O)NC(C(C)O)C(=O)NCCC5=NC(=CS5)C6=NC(=CS6)C(=O)NCCC[S+](C)C)O. Drug 2: C1C(C(OC1N2C=NC(=NC2=O)N)CO)O. Cell line: 786-0. Synergy scores: CSS=18.1, Synergy_ZIP=-8.13, Synergy_Bliss=-0.157, Synergy_Loewe=-7.06, Synergy_HSA=0.805. (7) Drug 2: C1C(C(OC1N2C=NC(=NC2=O)N)CO)O. Cell line: T-47D. Drug 1: CC1=CC2C(CCC3(C2CCC3(C(=O)C)OC(=O)C)C)C4(C1=CC(=O)CC4)C. Synergy scores: CSS=3.57, Synergy_ZIP=-2.98, Synergy_Bliss=-2.87, Synergy_Loewe=-7.75, Synergy_HSA=-7.60. (8) Drug 1: C1CC(=O)NC(=O)C1N2CC3=C(C2=O)C=CC=C3N. Drug 2: C1C(C(OC1N2C=NC3=C(N=C(N=C32)Cl)N)CO)O. Cell line: BT-549. Synergy scores: CSS=17.6, Synergy_ZIP=-4.78, Synergy_Bliss=-1.28, Synergy_Loewe=-7.73, Synergy_HSA=0.782. (9) Drug 1: CC1C(C(CC(O1)OC2CC(CC3=C2C(=C4C(=C3O)C(=O)C5=C(C4=O)C(=CC=C5)OC)O)(C(=O)C)O)N)O.Cl. Drug 2: CN(CC1=CN=C2C(=N1)C(=NC(=N2)N)N)C3=CC=C(C=C3)C(=O)NC(CCC(=O)O)C(=O)O. Cell line: NCI-H322M. Synergy scores: CSS=4.06, Synergy_ZIP=5.96, Synergy_Bliss=7.19, Synergy_Loewe=-1.17, Synergy_HSA=2.85.